Task: Predict the reactants needed to synthesize the given product.. Dataset: Full USPTO retrosynthesis dataset with 1.9M reactions from patents (1976-2016) (1) Given the product [Cl:13][C:14]1[N:19]=[CH:18][C:17]2[NH:21][C:8](=[O:10])[C@H:3]3[C@H:2]([CH3:1])[O:7][CH2:6][CH2:5][N:4]3[C:16]=2[N:15]=1, predict the reactants needed to synthesize it. The reactants are: [CH3:1][C@@H:2]1[O:7][CH2:6][CH2:5][NH:4][C@H:3]1[C:8]([O:10]CC)=O.[Cl:13][C:14]1[N:19]=[C:18](Cl)[C:17]([NH2:21])=[CH:16][N:15]=1.CCN(C(C)C)C(C)C.[OH-].[Na+].CC(OC(OC(OC(C)(C)C)=O)=O)(C)C.Cl. (2) The reactants are: C(OC(O[CH2:10][CH3:11])(OCC)C)C.[NH2:12][C:13]1[CH:18]=[CH:17][C:16]([OH:19])=[CH:15][C:14]=1[F:20].[N-:21]=[N+:22]=[N-:23].[Na+]. Given the product [F:20][C:14]1[CH:15]=[C:16]([OH:19])[CH:17]=[CH:18][C:13]=1[N:12]1[C:10]([CH3:11])=[N:23][N:22]=[N:21]1, predict the reactants needed to synthesize it. (3) Given the product [Br:20][C:6]1[N:1]=[CH:2][C:3]([N:7]2[CH2:12][CH2:11][N:10]([C:13]([O:15][C:16]([CH3:19])([CH3:18])[CH3:17])=[O:14])[CH2:9][CH2:8]2)=[CH:4][CH:5]=1, predict the reactants needed to synthesize it. The reactants are: [N:1]1[CH:6]=[CH:5][CH:4]=[C:3]([N:7]2[CH2:12][CH2:11][N:10]([C:13]([O:15][C:16]([CH3:19])([CH3:18])[CH3:17])=[O:14])[CH2:9][CH2:8]2)[CH:2]=1.[Br:20]N1C(=O)CCC1=O.[OH-].[Na+].C(OCC)(=O)C. (4) Given the product [F:1][C:2]1[CH:7]=[CH:6][CH:5]=[C:4]([O:8][CH3:12])[C:3]=1[N+:9]([O-:11])=[O:10], predict the reactants needed to synthesize it. The reactants are: [F:1][C:2]1[C:3]([N+:9]([O-:11])=[O:10])=[C:4]([OH:8])[CH:5]=[CH:6][CH:7]=1.[CH3:12]O. (5) Given the product [Br:1][C:2]1[CH:7]=[CH:6][C:5]([CH:8]([C:19]2[CH:20]=[CH:21][C:22]([S:25]([CH3:28])(=[O:27])=[O:26])=[CH:23][CH:24]=2)[NH:9][C@H:10]([C:15]([OH:17])=[O:16])[CH2:11][CH:12]([CH3:14])[CH3:13])=[CH:4][CH:3]=1, predict the reactants needed to synthesize it. The reactants are: [Br:1][C:2]1[CH:7]=[CH:6][C:5]([CH:8]([C:19]2[CH:24]=[CH:23][C:22]([S:25]([CH3:28])(=[O:27])=[O:26])=[CH:21][CH:20]=2)[NH:9][C@H:10]([C:15]([O:17]C)=[O:16])[CH2:11][CH:12]([CH3:14])[CH3:13])=[CH:4][CH:3]=1.[Li+].[OH-]. (6) The reactants are: [C:1]1([CH:7]([CH2:20][N:21]2CCCC2)[CH2:8][N:9]2[C:17](=O)[C:16]3[C:11](=CC=CC=3)[C:10]2=O)[CH:6]=[CH:5][CH:4]=[CH:3][CH:2]=1.O.NN. Given the product [C:1]1([CH:7]([CH2:8][N:9]2[CH2:17][CH2:16][CH2:11][CH2:10]2)[CH2:20][NH2:21])[CH:2]=[CH:3][CH:4]=[CH:5][CH:6]=1, predict the reactants needed to synthesize it. (7) Given the product [CH3:10][O:9][C:4]1[CH:3]=[C:2]([N:11]2[CH:15]=[N:14][CH:13]=[N:12]2)[CH:8]=[CH:7][C:5]=1[NH2:6], predict the reactants needed to synthesize it. The reactants are: Br[C:2]1[CH:8]=[CH:7][C:5]([NH2:6])=[C:4]([O:9][CH3:10])[CH:3]=1.[NH:11]1[CH:15]=[N:14][CH:13]=[N:12]1.C([O-])([O-])=O.[Cs+].[Cs+].